The task is: Predict the product of the given reaction.. This data is from Forward reaction prediction with 1.9M reactions from USPTO patents (1976-2016). (1) Given the reactants [F:1][C:2]1[CH:7]=[CH:6][C:5]([O:8][CH3:9])=[CH:4][C:3]=1[C:10]1[C:11]([C:17]([O:19][CH2:20][CH3:21])=[O:18])=[CH:12][C:13]([OH:16])=[CH:14][CH:15]=1.[CH3:22][O:23][C:24]1[CH:31]=[CH:30][C:27]([CH2:28]Cl)=[CH:26][CH:25]=1.C(=O)([O-])[O-].[K+].[K+].O, predict the reaction product. The product is: [F:1][C:2]1[CH:7]=[CH:6][C:5]([O:8][CH3:9])=[CH:4][C:3]=1[C:10]1[C:11]([C:17]([O:19][CH2:20][CH3:21])=[O:18])=[CH:12][C:13]([O:16][CH2:28][C:27]2[CH:30]=[CH:31][C:24]([O:23][CH3:22])=[CH:25][CH:26]=2)=[CH:14][CH:15]=1. (2) Given the reactants Cl[C:2]1[CH:7]=[C:6]([Cl:8])[N:5]=[C:4]([NH2:9])[N:3]=1.C(N(CC)CC)C.[CH3:17][NH:18][CH:19]1[CH2:24][CH2:23][CH2:22][CH2:21][CH2:20]1, predict the reaction product. The product is: [Cl:8][C:6]1[N:5]=[C:4]([NH2:9])[N:3]=[C:2]([N:18]([CH:19]2[CH2:24][CH2:23][CH2:22][CH2:21][CH2:20]2)[CH3:17])[CH:7]=1. (3) Given the reactants [Cl:1][C:2]1[N:7]=[C:6]([O:8]CC=C)[C:5]([O:12][CH3:13])=[CH:4][N:3]=1.N1CCOCC1, predict the reaction product. The product is: [Cl:1][C:2]1[NH:7][C:6](=[O:8])[C:5]([O:12][CH3:13])=[CH:4][N:3]=1. (4) Given the reactants C([O:5][N:6]=[C:7]1[C:16]2[C:11](=[CH:12][CH:13]=[C:14]([OH:17])[CH:15]=2)[O:10][C:9]([C:18]2[N:19]=[CH:20][C:21]3[C:26]([CH:27]=2)=[CH:25][CH:24]=[CH:23][CH:22]=3)=[CH:8]1)(C)(C)C.[CH3:28][N:29]1[CH2:34][CH2:33][N:32]([CH2:35][CH2:36]O)[CH2:31][CH2:30]1, predict the reaction product. The product is: [CH:20]1[C:21]2[C:26](=[CH:25][CH:24]=[CH:23][CH:22]=2)[CH:27]=[C:18]([C:9]2[O:10][C:11]3[C:16]([C:7](=[N:6][OH:5])[CH:8]=2)=[CH:15][C:14]([O:17][CH2:36][CH2:35][N:32]2[CH2:33][CH2:34][N:29]([CH3:28])[CH2:30][CH2:31]2)=[CH:13][CH:12]=3)[N:19]=1. (5) Given the reactants [F:1][C:2]1[CH:3]=[C:4]([CH:31]=[CH:32][C:33]=1[F:34])[CH2:5][C:6]1([CH2:29][OH:30])[CH2:11][CH2:10][CH2:9][N:8]2[C:12]([C:15]3[CH:20]=[CH:19][C:18]([C:21]4[O:25][C:24]([CH3:26])=[N:23][CH:22]=4)=[C:17]([O:27][CH3:28])[CH:16]=3)=[N:13][N:14]=[C:7]12.[C:35](OC(=O)C)(=[O:37])[CH3:36].C(N(CC)CC)C.C1COCC1, predict the reaction product. The product is: [C:35]([O:30][CH2:29][C:6]1([CH2:5][C:4]2[CH:31]=[CH:32][C:33]([F:34])=[C:2]([F:1])[CH:3]=2)[CH2:11][CH2:10][CH2:9][N:8]2[C:12]([C:15]3[CH:20]=[CH:19][C:18]([C:21]4[O:25][C:24]([CH3:26])=[N:23][CH:22]=4)=[C:17]([O:27][CH3:28])[CH:16]=3)=[N:13][N:14]=[C:7]12)(=[O:37])[CH3:36]. (6) Given the reactants [CH3:1][C:2]([C:4]([O:6][CH2:7][CH2:8][OH:9])=[O:5])=[CH2:3], predict the reaction product. The product is: [C:4]([O-:6])(=[O:5])[C:2]([CH3:3])=[CH2:1].[CH3:3][C:2]([C:4]([O:6][CH2:7][CH2:8][OH:9])=[O:5])=[CH2:1]. (7) The product is: [C:22]([O:26][C:27](=[O:34])[NH:28][C@@H:29]1[CH2:33][CH2:32][N:31]([CH2:18][C:16]2[CH:15]=[N:14][CH:13]=[C:12]([C:7]3[N:8]([CH3:11])[C:9]4[C:5]([C:6]=3[C:20]#[N:21])=[CH:4][CH:3]=[C:2]([Cl:1])[CH:10]=4)[CH:17]=2)[CH2:30]1)([CH3:25])([CH3:23])[CH3:24]. Given the reactants [Cl:1][C:2]1[CH:10]=[C:9]2[C:5]([C:6]([C:20]#[N:21])=[C:7]([C:12]3[CH:13]=[N:14][CH:15]=[C:16]([CH:18]=O)[CH:17]=3)[N:8]2[CH3:11])=[CH:4][CH:3]=1.[C:22]([O:26][C:27](=[O:34])[NH:28][C@@H:29]1[CH2:33][CH2:32][NH:31][CH2:30]1)([CH3:25])([CH3:24])[CH3:23], predict the reaction product. (8) Given the reactants [F:1][C:2]([F:38])([F:37])[C:3]1[CH:4]=[C:5]([CH:30]=[C:31]([C:33]([F:36])([F:35])[F:34])[CH:32]=1)[CH2:6][N:7]([CH3:29])[C:8]([C:10]1[C:11]([C:22]2[CH:27]=[CH:26][CH:25]=[CH:24][C:23]=2[CH3:28])=[CH:12][C:13]([C:16]2[CH2:17][CH2:18][NH:19][CH2:20][CH:21]=2)=[N:14][CH:15]=1)=[O:9].Br[CH2:40][CH:41]1[CH2:43][CH2:42]1.C(=O)([O-])[O-].[K+].[K+], predict the reaction product. The product is: [F:36][C:33]([F:34])([F:35])[C:31]1[CH:30]=[C:5]([CH:4]=[C:3]([C:2]([F:1])([F:37])[F:38])[CH:32]=1)[CH2:6][N:7]([CH3:29])[C:8]([C:10]1[C:11]([C:22]2[CH:27]=[CH:26][CH:25]=[CH:24][C:23]=2[CH3:28])=[CH:12][C:13]([C:16]2[CH2:17][CH2:18][N:19]([CH2:40][CH:41]3[CH2:43][CH2:42]3)[CH2:20][CH:21]=2)=[N:14][CH:15]=1)=[O:9].